This data is from Aqueous solubility values for 9,982 compounds from the AqSolDB database. The task is: Regression/Classification. Given a drug SMILES string, predict its absorption, distribution, metabolism, or excretion properties. Task type varies by dataset: regression for continuous measurements (e.g., permeability, clearance, half-life) or binary classification for categorical outcomes (e.g., BBB penetration, CYP inhibition). For this dataset (solubility_aqsoldb), we predict Y. (1) The drug is C#CCCCCC. The Y is -3.01 log mol/L. (2) The molecule is [O-2].[Pd+2]. The Y is -8.06 log mol/L.